This data is from Full USPTO retrosynthesis dataset with 1.9M reactions from patents (1976-2016). The task is: Predict the reactants needed to synthesize the given product. (1) Given the product [ClH:6].[Cl:6][C:7]1[CH:8]=[C:9]([C:13]#[C:14][C:15]2[C:20]([NH2:21])=[CH:19][CH:18]=[C:17]([CH3:22])[N:16]=2)[CH:10]=[CH:11][CH:12]=1.[Cl:6][C:7]1[CH:8]=[C:9]([C:13]#[C:14][C:15]2[C:20]([NH2:21])=[CH:19][CH:18]=[C:17]([CH3:22])[N:16]=2)[CH:10]=[CH:11][CH:12]=1, predict the reactants needed to synthesize it. The reactants are: C(OCC)C.[Cl:6][C:7]1[CH:8]=[C:9]([C:13]#[C:14][C:15]2[C:20]([NH2:21])=[CH:19][CH:18]=[C:17]([CH3:22])[N:16]=2)[CH:10]=[CH:11][CH:12]=1. (2) Given the product [C:14]([O:13][C:12]([NH:11][C:10]1[C:9]([S:19][CH3:20])=[N:8][N:7]2[C:2]([O:28][B:29]([OH:33])[OH:30])=[CH:3][CH:4]=[CH:5][C:6]=12)=[O:18])([CH3:17])([CH3:16])[CH3:15], predict the reactants needed to synthesize it. The reactants are: I[C:2]1[N:7]2[N:8]=[C:9]([S:19][CH3:20])[C:10]([NH:11][C:12](=[O:18])[O:13][C:14]([CH3:17])([CH3:16])[CH3:15])=[C:6]2[CH:5]=[CH:4][CH:3]=1.C([Li])CCC.C([O:28][B:29]([O:33]CC)[O:30]CC)C.[Cl-].[NH4+]. (3) Given the product [CH3:1][O:2][C:3](=[O:29])[C@@H:4]([NH:21][C:22]([O:24][C:25]([CH3:27])([CH3:26])[CH3:28])=[O:23])[CH2:5][C:6]1[CH:11]=[CH:10][C:9]([O:12][C:13]2[CH:18]=[CH:17][C:16]([CH:19]=[C:49]3[S:45][C:46](=[O:51])[NH:47][C:48]3=[O:50])=[CH:15][CH:14]=2)=[CH:8][CH:7]=1, predict the reactants needed to synthesize it. The reactants are: [CH3:1][O:2][C:3](=[O:29])[C@@H:4]([NH:21][C:22]([O:24][C:25]([CH3:28])([CH3:27])[CH3:26])=[O:23])[CH2:5][C:6]1[CH:11]=[CH:10][C:9]([O:12][C:13]2[CH:18]=[CH:17][C:16]([CH:19]=O)=[CH:15][CH:14]=2)=[CH:8][CH:7]=1.C(O)(=O)C1C=CC=CC=1.N1CCCCC1.[S:45]1[CH2:49][C:48](=[O:50])[NH:47][C:46]1=[O:51]. (4) Given the product [NH2:23][C:24]1[C:32]([Cl:33])=[CH:31][CH:30]=[CH:29][C:25]=1[C:26]([NH2:3])=[O:27], predict the reactants needed to synthesize it. The reactants are: CC[N:3]=C=NCCCN(C)C.Cl.ON1C2C=CC=CC=2N=N1.[NH2:23][C:24]1[C:32]([Cl:33])=[CH:31][CH:30]=[CH:29][C:25]=1[C:26](O)=[O:27].O.N. (5) The reactants are: C(OC(=O)NCCNC)(C)(C)C.[C:13]([O:17][C:18](=[O:34])[NH:19][CH2:20][CH2:21][N:22]([C:24]1[S:28][N:27]=[C:26]([N:29]2[CH:33]=[CH:32][N:31]=[CH:30]2)[N:25]=1)[CH3:23])([CH3:16])([CH3:15])[CH3:14].[O:35]1[C:40]2[CH:41]=[CH:42][C:43]([CH2:45][CH:46]=O)=[CH:44][C:39]=2[O:38][CH2:37][CH2:36]1. Given the product [C:13]([O:17][C:18](=[O:34])[NH:19][CH2:20][CH2:21][N:22]([C:24]1[S:28][N:27]=[C:26]([N:29]2[CH:33]=[CH:32][N:31]=[CH:30]2)[N:25]=1)[CH3:23])([CH3:16])([CH3:14])[CH3:15].[O:35]1[C:40]2[CH:41]=[CH:42][C:43]([CH2:45][CH2:46][NH:19][CH2:20][CH2:21][N:22]([C:24]3[S:28][N:27]=[C:26]([N:29]4[CH:33]=[CH:32][N:31]=[CH:30]4)[N:25]=3)[CH3:23])=[CH:44][C:39]=2[O:38][CH2:37][CH2:36]1, predict the reactants needed to synthesize it. (6) Given the product [NH2:1][C:2]1[CH:10]=[CH:9][C:8]([F:11])=[CH:7][C:3]=1[C:4]([NH:12][CH2:13][CH2:14][CH2:15][C@H:16]1[O:20][C:19](=[O:21])[N:18]([C:22]2[CH:23]=[CH:24][C:25]3[S:30][CH2:29][C:28](=[O:31])[NH:27][C:26]=3[CH:32]=2)[CH2:17]1)=[O:6], predict the reactants needed to synthesize it. The reactants are: [NH2:1][C:2]1[CH:10]=[CH:9][C:8]([F:11])=[CH:7][C:3]=1[C:4]([OH:6])=O.[NH2:12][CH2:13][CH2:14][CH2:15][C@H:16]1[O:20][C:19](=[O:21])[N:18]([C:22]2[CH:23]=[CH:24][C:25]3[S:30][CH2:29][C:28](=[O:31])[NH:27][C:26]=3[CH:32]=2)[CH2:17]1. (7) Given the product [C:21]([C:18]1[CH:17]=[CH:16][C:15]([C:14]([N:7]2[C@@H:8]([C:9]3[S:10][CH:11]=[CH:12][N:13]=3)[C@@H:4]([C:2]3[O:3][N:42]=[CH:39][N:1]=3)[CH2:5][C@@:6]2([CH2:33][CH:34]([CH3:36])[CH3:35])[C:26]([OH:28])=[O:27])=[O:25])=[CH:20][CH:19]=1)([CH3:22])([CH3:23])[CH3:24], predict the reactants needed to synthesize it. The reactants are: [NH2:1][C:2]([C@@H:4]1[C@H:8]([C:9]2[S:10][CH:11]=[CH:12][N:13]=2)[N:7]([C:14](=[O:25])[C:15]2[CH:20]=[CH:19][C:18]([C:21]([CH3:24])([CH3:23])[CH3:22])=[CH:17][CH:16]=2)[C@:6]([CH2:33][CH:34]([CH3:36])[CH3:35])([C:26]([O:28]C(C)(C)C)=[O:27])[CH2:5]1)=[O:3].CO[CH:39]([N:42](C)C)OC.Cl.NO.[OH-].[Na+]. (8) Given the product [CH:1]1[CH:6]=[CH:5][C:4]2[NH:7][CH:8]=[C:9]([CH2:10][CH2:11][CH2:12][C:13]([OH:15])=[O:14])[C:3]=2[CH:2]=1.[CH3:18][C:17]([C:19]([O:21][CH2:22][CH2:23][OH:24])=[O:20])=[CH2:16], predict the reactants needed to synthesize it. The reactants are: [CH:1]1[CH:6]=[CH:5][C:4]2[NH:7][CH:8]=[C:9]([CH2:10][CH2:11][CH2:12][C:13]([OH:15])=[O:14])[C:3]=2[CH:2]=1.[CH3:16][C:17]([C:19]([O:21][CH2:22][CH2:23][OH:24])=[O:20])=[CH2:18].C(OOC(=O)C1C=CC=CC=1)(=O)C1C=CC=CC=1.